Predict the product of the given reaction. From a dataset of Forward reaction prediction with 1.9M reactions from USPTO patents (1976-2016). (1) Given the reactants [F:1][C:2]1[CH:7]=[CH:6][CH:5]=[C:4]([F:8])[C:3]=1[N:9]1[C:14]2[N:15]=[C:16](S(C)(=O)=O)[N:17]=[C:18]([C:19]3[CH:24]=[CH:23][C:22]([F:25])=[CH:21][C:20]=3[CH3:26])[C:13]=2[CH:12]=[CH:11][C:10]1=[O:31].Cl.[NH2:33][CH2:34][C:35]([O:37][CH3:38])=[O:36].C([O-])([O-])=O.[K+].[K+].CN1C(=O)CCC1, predict the reaction product. The product is: [F:1][C:2]1[CH:7]=[CH:6][CH:5]=[C:4]([F:8])[C:3]=1[N:9]1[C:14]2[N:15]=[C:16]([NH:33][CH2:34][C:35]([O:37][CH3:38])=[O:36])[N:17]=[C:18]([C:19]3[CH:24]=[CH:23][C:22]([F:25])=[CH:21][C:20]=3[CH3:26])[C:13]=2[CH:12]=[CH:11][C:10]1=[O:31]. (2) Given the reactants [CH2:1]([CH:3]1[C:16]2[C:11](=[CH:12][CH:13]=[C:14]([F:17])[CH:15]=2)[C:10]2[CH:9]=[C:8]([C:18]3[CH:22]=[CH:21][S:20][CH:19]=3)[CH:7]=[CH:6][C:5]=2[N:4]1[S:23]([C:26]1[CH:31]=[CH:30][C:29]([O:32]C)=[CH:28][CH:27]=1)(=[O:25])=[O:24])[CH3:2].C1CCCCC=1.B(Br)(Br)Br.ClCCl, predict the reaction product. The product is: [CH2:1]([CH:3]1[C:16]2[C:11](=[CH:12][CH:13]=[C:14]([F:17])[CH:15]=2)[C:10]2[CH:9]=[C:8]([C:18]3[CH:22]=[CH:21][S:20][CH:19]=3)[CH:7]=[CH:6][C:5]=2[N:4]1[S:23]([C:26]1[CH:27]=[CH:28][C:29]([OH:32])=[CH:30][CH:31]=1)(=[O:25])=[O:24])[CH3:2]. (3) Given the reactants Br[C:2]1[C:3]([O:8][CH3:9])=[N:4][CH:5]=[N:6][CH:7]=1.[B:10](OC(C)C)([O:15]C(C)C)[O:11]C(C)C.C([Li])CCC, predict the reaction product. The product is: [CH3:9][O:8][C:3]1[C:2]([B:10]([OH:15])[OH:11])=[CH:7][N:6]=[CH:5][N:4]=1. (4) Given the reactants [CH3:1][P:2](=[O:7])([O:5][CH3:6])[O:3][CH3:4].[Li]CCCC.C[O:14][C:15](=O)[C:16]1[CH:21]=[CH:20][C:19]([F:22])=[C:18]([CH3:23])[CH:17]=1.Cl, predict the reaction product. The product is: [CH3:4][O:3][P:2]([CH2:1][C:15]([C:16]1[CH:21]=[CH:20][C:19]([F:22])=[C:18]([CH3:23])[CH:17]=1)=[O:14])(=[O:7])[O:5][CH3:6]. (5) Given the reactants C(OC(N1[CH2:13][CH2:12][N:11]([CH2:14][C:15]2[CH:20]=[CH:19][C:18]([C@@H:21]3[O:30][C:25]4=[N:26][CH:27]=[CH:28][CH:29]=[C:24]4[O:23][CH2:22]3)=[CH:17][CH:16]=2)[CH2:10][CH2:9]1)=O)(C)(C)C.Cl.[CH3:32][C:33]1([OH:39])CCNCC1, predict the reaction product. The product is: [O:23]1[C:24]2[C:25](=[N:26][CH:27]=[CH:28][CH:29]=2)[O:30][C@@H:21]([C:18]2[CH:19]=[CH:20][C:15]([CH2:14][N:11]3[CH2:12][CH2:13][C:33]([CH3:32])([OH:39])[CH2:9][CH2:10]3)=[CH:16][CH:17]=2)[CH2:22]1. (6) Given the reactants C(O)(=O)[C:2]1[CH:7]=[CH:6]N=CC=1.[CH2:10]([O:17][C:18]1[C:27]([CH3:28])=[CH:26][C:21]([C:22]([NH:24][NH2:25])=O)=[CH:20][C:19]=1[CH2:29][CH3:30])[C:11]1[CH:16]=[CH:15][CH:14]=[CH:13][CH:12]=1.CC[N:33](C(C)C)[CH:34]([CH3:36])[CH3:35].C1CN([P+](ON2N=NC3C=CC=CC2=3)(N2CCCC2)N2CCCC2)CC1.F[P-](F)(F)(F)(F)F.COC1C=CC(P2(SP(C3C=CC(OC)=CC=3)(=S)S2)=[S:82])=CC=1.[CH2:95]1[CH2:99]O[CH2:97][CH2:96]1, predict the reaction product. The product is: [CH2:10]([O:17][C:18]1[C:27]([CH3:28])=[CH:26][C:21]([C:22]2[S:82][C:97]([C:96]3[CH:35]=[C:34]([CH3:36])[N:33]=[C:99]([CH:7]([CH3:6])[CH3:2])[CH:95]=3)=[N:25][N:24]=2)=[CH:20][C:19]=1[CH2:29][CH3:30])[C:11]1[CH:16]=[CH:15][CH:14]=[CH:13][CH:12]=1. (7) Given the reactants N#N.[C:3]([O:7][C:8]([NH:10][CH:11]([CH2:15][C:16]1[C:21]([F:22])=[CH:20][C:19]([O:23][CH3:24])=[CH:18][C:17]=1[F:25])[C:12](O)=O)=[O:9])([CH3:6])([CH3:5])[CH3:4].C(N1CCOCC1)C.CN(C(O[N:42]1N=[N:49][C:44]2[CH:45]=[CH:46][CH:47]=[CH:48][C:43]1=2)=[N+](C)C)C.[B-](F)(F)(F)F.C1(N)C(N)=CC=CC=1, predict the reaction product. The product is: [NH:42]1[C:43]2[CH:48]=[CH:47][CH:46]=[CH:45][C:44]=2[N:49]=[C:12]1[CH:11]([NH:10][C:8](=[O:9])[O:7][C:3]([CH3:6])([CH3:5])[CH3:4])[CH2:15][C:16]1[C:21]([F:22])=[CH:20][C:19]([O:23][CH3:24])=[CH:18][C:17]=1[F:25]. (8) Given the reactants [C:1]([N:5]1[C:9]2[CH:10]=[CH:11][CH:12]=[CH:13][C:8]=2[O:7][C:6]1=[O:14])(=[O:4])[CH2:2][CH3:3].[CH:15](=[O:22])[C:16]1[CH:21]=[CH:20][CH:19]=[CH:18][CH:17]=1, predict the reaction product. The product is: [CH3:3][C@H:2]([C@H:15]([OH:22])[C:16]1[CH:21]=[CH:20][CH:19]=[CH:18][CH:17]=1)[C:1]([N:5]1[C:9]2[CH:10]=[CH:11][CH:12]=[CH:13][C:8]=2[O:7][C:6]1=[O:14])=[O:4]. (9) Given the reactants [CH2:1]([O:3][C:4]([C:6]1[C:7](Cl)=[C:8]2[C:14]([C:15]3[CH:20]=[CH:19][C:18]([CH3:21])=[CH:17][CH:16]=3)=[N:13][N:12]([C:22]([CH3:25])([CH3:24])[CH3:23])[C:9]2=[N:10][CH:11]=1)=[O:5])[CH3:2].[NH3:27], predict the reaction product. The product is: [CH2:1]([O:3][C:4]([C:6]1[C:7]([NH2:27])=[C:8]2[C:14]([C:15]3[CH:20]=[CH:19][C:18]([CH3:21])=[CH:17][CH:16]=3)=[N:13][N:12]([C:22]([CH3:25])([CH3:24])[CH3:23])[C:9]2=[N:10][CH:11]=1)=[O:5])[CH3:2]. (10) Given the reactants Cl.[NH:2]1[CH2:6][CH2:5][CH:4]([OH:7])[CH2:3]1.[OH-].[Na+].Cl[C:11]([O:13][CH2:14][C:15]1[CH:20]=[CH:19][CH:18]=[CH:17][CH:16]=1)=[O:12], predict the reaction product. The product is: [OH:7][CH:4]1[CH2:5][CH2:6][N:2]([C:11]([O:13][CH2:14][C:15]2[CH:20]=[CH:19][CH:18]=[CH:17][CH:16]=2)=[O:12])[CH2:3]1.